From a dataset of Reaction yield outcomes from USPTO patents with 853,638 reactions. Predict the reaction yield, written as a fraction of the theoretical maximum amount of product (1.0 means a 100% yield; for example, 0.34 means a 34% yield). (1) The reactants are [C:1]([C:5]1[CH:38]=[CH:37][C:8]([C:9]([NH:11][C:12]2[CH:36]=[CH:35][CH:34]=[CH:33][C:13]=2[C:14]([NH:16][C:17]2[CH:25]=[C:24]3[C:20]([CH:21]=[N:22][N:23]3C(OC(C)(C)C)=O)=[CH:19][CH:18]=2)=[O:15])=[O:10])=[CH:7][CH:6]=1)([CH3:4])([CH3:3])[CH3:2].C(O)(C(F)(F)F)=O. The catalyst is C1(OC)C=CC=CC=1.ClCCl. The product is [C:1]([C:5]1[CH:38]=[CH:37][C:8]([C:9]([NH:11][C:12]2[CH:36]=[CH:35][CH:34]=[CH:33][C:13]=2[C:14]([NH:16][C:17]2[CH:25]=[C:24]3[C:20]([CH:21]=[N:22][NH:23]3)=[CH:19][CH:18]=2)=[O:15])=[O:10])=[CH:7][CH:6]=1)([CH3:4])([CH3:2])[CH3:3]. The yield is 0.770. (2) The reactants are [Cl:1][C:2]1[CH:3]=[C:4]([C:8]2N=[C:12]([CH2:14][C:15]3[CH:16]=[N:17][C:18]([C:21]#N)=[N:19][CH:20]=3)[CH:11]=[N:10][C:9]=2[O:23][CH3:24])[CH:5]=[CH:6][CH:7]=1.[OH-:25].[Na+].OO.[OH2:29].[CH3:30]O. No catalyst specified. The product is [Cl:1][C:2]1[CH:3]=[C:4]([C:8]2[CH:30]=[C:12]([CH2:14][C:15]3[CH:20]=[N:19][C:18]([C:21]([OH:29])=[O:25])=[N:17][CH:16]=3)[CH:11]=[N:10][C:9]=2[O:23][CH3:24])[CH:5]=[CH:6][CH:7]=1. The yield is 0.740. (3) The reactants are [Br:1][C:2]1[N:3]=[C:4]([NH:10][C:11]2[CH:12]=[N:13][C:14]([N:17]3[CH2:22][CH2:21][NH:20][CH2:19][CH2:18]3)=[CH:15][CH:16]=2)[C:5](=[O:9])[N:6]([CH3:8])[CH:7]=1.[O:23]1[CH2:26][C:25](=O)[CH2:24]1.[BH3-]C#N.[Na+]. The catalyst is CO.[Cl-].[Zn+2].[Cl-].C(OCC)C. The product is [Br:1][C:2]1[N:3]=[C:4]([NH:10][C:11]2[CH:12]=[N:13][C:14]([N:17]3[CH2:22][CH2:21][N:20]([CH:25]4[CH2:26][O:23][CH2:24]4)[CH2:19][CH2:18]3)=[CH:15][CH:16]=2)[C:5](=[O:9])[N:6]([CH3:8])[CH:7]=1. The yield is 0.640. (4) The reactants are [NH2:1][C:2]1[CH:6]=[CH:5][S:4][C:3]=1[C:7]([O:9]C)=[O:8].[CH3:11][C:12]([O:15][C:16](O[C:16]([O:15][C:12]([CH3:14])([CH3:13])[CH3:11])=[O:17])=[O:17])([CH3:14])[CH3:13]. The catalyst is CN(C1C=CN=CC=1)C.CC(C)=O.ClCCl. The product is [C:12]([O:15][C:16]([NH:1][C:2]1[CH:6]=[CH:5][S:4][C:3]=1[C:7]([OH:9])=[O:8])=[O:17])([CH3:14])([CH3:13])[CH3:11]. The yield is 0.690. (5) The reactants are [C:1]1([C:7]2[CH:12]=C[N:10]3[N:13]=[C:14]([C:16]([OH:18])=O)C=[C:9]3[CH:8]=2)[CH:6]=[CH:5][CH:4]=[CH:3][CH:2]=1.C([Li])CCC.Br[C:25](Cl)(Cl)[C:26](Cl)(Cl)[Br:27].[S:32]1[CH:36]=[CH:35][CH:34]=[C:33]1[CH2:37][NH2:38].C(N(CC)C(C)C)(C)C.C1CN([P+]([Br:64])(N2CCCC2)N2CCCC2)CC1.F[P-](F)(F)(F)(F)F. The catalyst is C1COCC1.CN(C=O)C.CCOC(C)=O. The product is [S:32]1[CH:36]=[CH:35][CH:34]=[C:33]1[CH2:37][NH:38][C:16]([C:14]1[C:26]([Br:27])=[C:25]2[CH:12]=[C:7]([C:1]3[CH:2]=[CH:3][CH:4]=[CH:5][CH:6]=3)[CH:8]=[C:9]([Br:64])[N:10]2[N:13]=1)=[O:18]. The yield is 0.0700.